The task is: Predict which catalyst facilitates the given reaction.. This data is from Catalyst prediction with 721,799 reactions and 888 catalyst types from USPTO. (1) Reactant: C1C2C(COC([NH:18][NH:19][C:20]([C:22]3[C:23](Cl)=[N:24][C:25]4[C:30]([C:31]=3[C:32]3[CH:37]=[CH:36][CH:35]=[CH:34][CH:33]=3)=[CH:29][C:28]([Cl:38])=[CH:27][CH:26]=4)=[O:21])=O)C3C(=CC=CC=3)C=2C=CC=1.[NH:40]1[CH2:45][CH2:44][CH2:43][CH2:42][CH2:41]1.C(N(CC)CC)C.O. Product: [Cl:38][C:28]1[CH:29]=[C:30]2[C:25](=[CH:26][CH:27]=1)[N:24]=[C:23]([N:40]1[CH2:45][CH2:44][CH2:43][CH2:42][CH2:41]1)[C:22]([C:20]([NH:19][NH2:18])=[O:21])=[C:31]2[C:32]1[CH:37]=[CH:36][CH:35]=[CH:34][CH:33]=1. The catalyst class is: 3. (2) Reactant: Br[CH2:2][C:3]1[CH:8]=[CH:7][C:6]([CH:9]([CH:17]2[CH2:21][CH2:20][CH2:19][CH2:18]2)[C:10]([O:12][C:13]([CH3:16])([CH3:15])[CH3:14])=[O:11])=[CH:5][CH:4]=1.[C:22]([O-:25])(=[O:24])[CH3:23].[Cs+]. Product: [C:22]([O:25][CH2:2][C:3]1[CH:8]=[CH:7][C:6]([CH:9]([CH:17]2[CH2:21][CH2:20][CH2:19][CH2:18]2)[C:10]([O:12][C:13]([CH3:16])([CH3:15])[CH3:14])=[O:11])=[CH:5][CH:4]=1)(=[O:24])[CH3:23]. The catalyst class is: 39. (3) Reactant: [Cl:1][C:2]1[C:19]([Cl:20])=[CH:18][C:5]2[NH:6][C:7]([C:9]3[CH:17]=[CH:16][C:12]([C:13](O)=[O:14])=[CH:11][CH:10]=3)=[N:8][C:4]=2[CH:3]=1.S(Cl)([Cl:23])=O. Product: [Cl:1][C:2]1[C:19]([Cl:20])=[CH:18][C:5]2[NH:6][C:7]([C:9]3[CH:17]=[CH:16][C:12]([C:13]([Cl:23])=[O:14])=[CH:11][CH:10]=3)=[N:8][C:4]=2[CH:3]=1. The catalyst class is: 3. (4) Reactant: [CH3:1][O:2][C:3](=[O:32])[C:4]1[CH:9]=[C:8]([O:10][C:11]2[CH:16]=[CH:15][C:14]([NH2:17])=[C:13]([CH2:18][CH2:19][CH3:20])[CH:12]=2)[CH:7]=[CH:6][C:5]=1[NH:21][S:22]([C:25]1[CH:30]=[CH:29][C:28]([CH3:31])=[CH:27][CH:26]=1)(=[O:24])=[O:23].[S:33](Cl)([C:36]1[CH:42]=[CH:41][C:39]([CH3:40])=[CH:38][CH:37]=1)(=[O:35])=[O:34].N1C=CC=CC=1. Product: [CH3:1][O:2][C:3](=[O:32])[C:4]1[CH:9]=[C:8]([O:10][C:11]2[CH:16]=[CH:15][C:14]([NH:17][S:33]([C:36]3[CH:42]=[CH:41][C:39]([CH3:40])=[CH:38][CH:37]=3)(=[O:35])=[O:34])=[C:13]([CH2:18][CH2:19][CH3:20])[CH:12]=2)[CH:7]=[CH:6][C:5]=1[NH:21][S:22]([C:25]1[CH:26]=[CH:27][C:28]([CH3:31])=[CH:29][CH:30]=1)(=[O:24])=[O:23]. The catalyst class is: 2.